From a dataset of Catalyst prediction with 721,799 reactions and 888 catalyst types from USPTO. Predict which catalyst facilitates the given reaction. Reactant: [OH:1][CH:2]1[CH2:11][CH2:10][NH:9][C:8]2[N:7]=[CH:6][C:5]([C:12]3[CH:17]=[CH:16][C:15]([C:18]([N:20]4[CH2:25][CH2:24][N:23]([CH3:26])[CH2:22][CH2:21]4)=[O:19])=[CH:14][CH:13]=3)=[CH:4][C:3]1=2.[Cl:27][C:28]1[CH:29]=[C:30](O)[CH:31]=[C:32]([Cl:34])[CH:33]=1. Product: [Cl:27][C:28]1[CH:29]=[C:30]([CH:31]=[C:32]([Cl:34])[CH:33]=1)[O:1][CH:2]1[CH2:11][CH2:10][NH:9][C:8]2[N:7]=[CH:6][C:5]([C:12]3[CH:13]=[CH:14][C:15]([C:18]([N:20]4[CH2:21][CH2:22][N:23]([CH3:26])[CH2:24][CH2:25]4)=[O:19])=[CH:16][CH:17]=3)=[CH:4][C:3]1=2. The catalyst class is: 100.